This data is from Forward reaction prediction with 1.9M reactions from USPTO patents (1976-2016). The task is: Predict the product of the given reaction. (1) Given the reactants C[N:2](C)[CH:3]=[CH:4][C:5](=[C:8]([C:11]#[N:12])[C:9]#[N:10])[O:6][CH3:7], predict the reaction product. The product is: [NH2:12][C:11]1[N:2]=[CH:3][CH:4]=[C:5]([O:6][CH3:7])[C:8]=1[C:9]#[N:10]. (2) Given the reactants [O:1]1[C:5]2[CH:6]=[CH:7][C:8]([CH2:10][C:11]3O[C:13](=O)[C:14]4[CH:20]=[CH:19][C:18]([S:21]([NH2:24])(=[O:23])=[O:22])=[CH:17][C:15]=4[N:16]=3)=[CH:9][C:4]=2[O:3][CH2:2]1.C(=O)(O)O.[NH2:30][NH:31][C:32]([NH2:34])=[NH:33], predict the reaction product. The product is: [NH2:34][C:32]1[N:33]=[C:13]2[N:30]([C:11]([CH2:10][C:8]3[CH:7]=[CH:6][C:5]4[O:1][CH2:2][O:3][C:4]=4[CH:9]=3)=[N:16][C:15]3[CH:17]=[C:18]([S:21]([NH2:24])(=[O:23])=[O:22])[CH:19]=[CH:20][C:14]=32)[N:31]=1. (3) Given the reactants [F:1][C:2]1[CH:3]=[CH:4][C:5]2[N:6]([CH:8]=[C:9]([C:11]([OH:13])=O)[N:10]=2)[CH:7]=1.C(N(CC)C(C)C)(C)C.[NH2:23][C@@H:24]1[CH2:29][CH2:28][C@H:27]([NH:30][C:31](=[O:55])[C:32]2[CH:37]=[C:36]([F:38])[CH:35]=[N:34][C:33]=2[NH:39][C:40]2[CH:45]=[CH:44][CH:43]=[C:42]([O:46][CH2:47][CH2:48][N:49]3[CH2:54][CH2:53][O:52][CH2:51][CH2:50]3)[CH:41]=2)[CH2:26][CH2:25]1, predict the reaction product. The product is: [F:1][C:2]1[CH:3]=[CH:4][C:5]2[N:6]([CH:8]=[C:9]([C:11]([NH:23][C@H:24]3[CH2:25][CH2:26][C@@H:27]([NH:30][C:31]([C:32]4[C:33]([NH:39][C:40]5[CH:45]=[CH:44][CH:43]=[C:42]([O:46][CH2:47][CH2:48][N:49]6[CH2:50][CH2:51][O:52][CH2:53][CH2:54]6)[CH:41]=5)=[N:34][CH:35]=[C:36]([F:38])[CH:37]=4)=[O:55])[CH2:28][CH2:29]3)=[O:13])[N:10]=2)[CH:7]=1. (4) Given the reactants [CH2:1]([NH:5][S:6]([C:9]1[CH:14]=[CH:13][C:12]([N:15]2[CH2:20][CH2:19][C:18](=[O:21])[CH2:17][CH2:16]2)=[CH:11][CH:10]=1)(=[O:8])=[O:7])[CH2:2][CH2:3][CH3:4].Br[CH2:23][C:24]([O:26][CH2:27][C:28]1[CH:33]=[CH:32][CH:31]=[CH:30][CH:29]=1)=[O:25], predict the reaction product. The product is: [CH2:27]([O:26][C:24](=[O:25])[CH2:23][N:5]([CH2:1][CH2:2][CH2:3][CH3:4])[S:6]([C:9]1[CH:10]=[CH:11][C:12]([N:15]2[CH2:20][CH2:19][C:18](=[O:21])[CH2:17][CH2:16]2)=[CH:13][CH:14]=1)(=[O:8])=[O:7])[C:28]1[CH:33]=[CH:32][CH:31]=[CH:30][CH:29]=1. (5) Given the reactants [F:1][C:2]1[C:7]([SiH:8]([C:13]2[C:18]([F:19])=[C:17]([F:20])[C:16]([F:21])=[C:15]([F:22])[C:14]=2[F:23])[O:9][CH2:10][CH2:11]Cl)=[C:6]([F:24])[C:5]([F:25])=[C:4]([F:26])[C:3]=1[F:27].[C:28]1([Li])[C:37]([F:38])=[C:35]([F:36])[C:33]([F:34])=[C:31]([F:32])[C:29]=1[F:30], predict the reaction product. The product is: [F:38][C:37]1[C:28]([C:11]([C:13]2[C:14]([F:23])=[C:15]([F:22])[C:16]([F:21])=[C:17]([F:20])[C:18]=2[F:19])([C:28]2[C:37]([F:38])=[C:35]([F:36])[C:33]([F:34])=[C:31]([F:32])[C:29]=2[F:30])[CH2:10][O:9][SiH3:8])=[C:29]([F:30])[C:31]([F:32])=[C:33]([F:34])[C:35]=1[F:36].[Si:8]([O:9][CH2:10][CH3:11])([C:28]1[C:29]([F:30])=[C:31]([F:32])[C:33]([F:34])=[C:35]([F:36])[C:37]=1[F:38])([C:13]1[C:18]([F:19])=[C:17]([F:20])[C:16]([F:21])=[C:15]([F:22])[C:14]=1[F:23])[C:7]1[C:6]([F:24])=[C:5]([F:25])[C:4]([F:26])=[C:3]([F:27])[C:2]=1[F:1].